Dataset: Forward reaction prediction with 1.9M reactions from USPTO patents (1976-2016). Task: Predict the product of the given reaction. (1) The product is: [OH:14][C:13]1[N:12]([C:15]2[CH:23]=[CH:22][C:18]([C:19]([N:32]3[CH2:31][CH2:30][N:29]([CH2:34][CH2:35][CH3:36])[C@@H:28]([CH3:27])[CH2:33]3)=[O:20])=[CH:17][N:16]=2)[N:11]=[CH:10][C:9]=1[C:6]1[CH:7]=[CH:8][C:3]([C:1]#[N:2])=[CH:4][C:5]=1[CH3:24]. Given the reactants [C:1]([C:3]1[CH:8]=[CH:7][C:6]([C:9]2[CH:10]=[N:11][N:12]([C:15]3[CH:23]=[CH:22][C:18]([C:19](O)=[O:20])=[CH:17][N:16]=3)[C:13]=2[OH:14])=[C:5]([CH3:24])[CH:4]=1)#[N:2].Cl.Cl.[CH3:27][C@H:28]1[CH2:33][NH:32][CH2:31][CH2:30][N:29]1[CH2:34][CH2:35][CH3:36], predict the reaction product. (2) Given the reactants FC(F)(F)S(N1CCC(/C=C/C(O)=O)CC1)(=O)=O.[F:19][C:20]1[CH:21]=[C:22]([C@@H:27]([CH:31]2[CH2:36][CH2:35][N:34]([S:37]([C:40](F)(F)F)(=[O:39])=[O:38])[CH2:33][CH2:32]2)[CH2:28][CH:29]=[O:30])[CH:23]=[C:24]([F:26])[CH:25]=1, predict the reaction product. The product is: [F:19][C:20]1[CH:21]=[C:22]([C@@H:27]([CH:31]2[CH2:32][CH2:33][N:34]([S:37]([CH3:40])(=[O:39])=[O:38])[CH2:35][CH2:36]2)[CH2:28][CH:29]=[O:30])[CH:23]=[C:24]([F:26])[CH:25]=1. (3) Given the reactants [NH2:1][C@@H:2]1[CH2:7][CH2:6][C@H:5]([C:8]([OH:10])=[O:9])[CH2:4][CH2:3]1.S(Cl)([Cl:13])=O.[CH3:15]O, predict the reaction product. The product is: [ClH:13].[CH3:15][O:9][C:8]([C@H:5]1[CH2:6][CH2:7][C@@H:2]([NH2:1])[CH2:3][CH2:4]1)=[O:10]. (4) Given the reactants [C:1]1([CH3:13])[CH:6]=[C:5]([CH3:7])[CH:4]=[C:3]([CH3:8])[C:2]=1[S:9](Cl)(=[O:11])=[O:10].[CH3:14][C:15](=[N:17][OH:18])[CH3:16].O, predict the reaction product. The product is: [CH3:13][C:1]1[CH:6]=[C:5]([CH3:7])[CH:4]=[C:3]([CH3:8])[C:2]=1[S:9]([O:18][N:17]=[C:15]([CH3:16])[CH3:14])(=[O:11])=[O:10]. (5) Given the reactants Br[C:2]1[S:6][C:5]([CH2:7][NH:8][C:9](=[O:15])[O:10][C:11]([CH3:14])([CH3:13])[CH3:12])=[CH:4][CH:3]=1.[Cl:16][CH:17]([Cl:36])[C:18]([NH:20][C@H:21]([CH2:34][F:35])[C@H:22]([OH:33])[C:23]1[CH:28]=[CH:27][C:26]([Sn](C)(C)C)=[CH:25][CH:24]=1)=[O:19].[F-].[Cs+], predict the reaction product. The product is: [Cl:16][CH:17]([Cl:36])[C:18]([NH:20][C@H:21]([CH2:34][F:35])[C@@H:22]([C:23]1[CH:24]=[CH:25][C:26]([C:2]2[S:6][C:5]([CH2:7][NH:8][C:9](=[O:15])[O:10][C:11]([CH3:14])([CH3:13])[CH3:12])=[CH:4][CH:3]=2)=[CH:27][CH:28]=1)[OH:33])=[O:19].